Dataset: CYP2C9 inhibition data for predicting drug metabolism from PubChem BioAssay. Task: Regression/Classification. Given a drug SMILES string, predict its absorption, distribution, metabolism, or excretion properties. Task type varies by dataset: regression for continuous measurements (e.g., permeability, clearance, half-life) or binary classification for categorical outcomes (e.g., BBB penetration, CYP inhibition). Dataset: cyp2c9_veith. The compound is NC(=O)SCC(=O)Nc1ccc2ncccc2c1. The result is 0 (non-inhibitor).